From a dataset of Reaction yield outcomes from USPTO patents with 853,638 reactions. Predict the reaction yield, written as a fraction of the theoretical maximum amount of product (1.0 means a 100% yield; for example, 0.34 means a 34% yield). (1) The reactants are [F:1][C:2]1[CH:3]=[C:4]2[C:8](=[CH:9][CH:10]=1)[N:7]([CH3:11])[C:6]([CH2:12][NH:13][CH3:14])=[CH:5]2.[O:15]=[C:16]1[NH:25][C:24]2[N:23]=[CH:22][C:21](/[CH:26]=[CH:27]/[C:28]([OH:30])=O)=[CH:20][C:19]=2[CH2:18][CH2:17]1.ON1C2C=CC=CC=2N=N1.C(N(C(C)C)CC)(C)C.CN(C)CCCN=C=NCC. The catalyst is CN(C=O)C.O. The product is [F:1][C:2]1[CH:3]=[C:4]2[C:8](=[CH:9][CH:10]=1)[N:7]([CH3:11])[C:6]([CH2:12][N:13]([CH3:14])[C:28](=[O:30])/[CH:27]=[CH:26]/[C:21]1[CH:22]=[N:23][C:24]3[NH:25][C:16](=[O:15])[CH2:17][CH2:18][C:19]=3[CH:20]=1)=[CH:5]2. The yield is 0.760. (2) The reactants are [F:1][C:2]1[C:7]([F:8])=[C:6]([F:9])[C:5]([F:10])=[C:4]([F:11])[C:3]=1[C@H:12]([C@@H:14]1[C@@H:19]([CH3:20])[CH2:18][CH2:17][CH2:16][C:15]1([CH3:22])[CH3:21])[OH:13].C(=O)(O)[O-].[Na+].CC(OI1(OC(C)=O)(OC(C)=O)OC(=O)C2C=CC=CC1=2)=O. The catalyst is ClCCl. The product is [F:1][C:2]1[C:7]([F:8])=[C:6]([F:9])[C:5]([F:10])=[C:4]([F:11])[C:3]=1[C:12]([C@@H:14]1[C@@H:19]([CH3:20])[CH2:18][CH2:17][CH2:16][C:15]1([CH3:21])[CH3:22])=[O:13]. The yield is 0.450. (3) The reactants are Br[C:2]1[N:7]=[C:6]([C:8]#[N:9])[C:5]([OH:10])=[C:4]([O:11][CH3:12])[CH:3]=1. The catalyst is [Zn].[OH-].[K+]. The product is [OH:10][C:5]1[C:6]([C:8]#[N:9])=[N:7][CH:2]=[CH:3][C:4]=1[O:11][CH3:12]. The yield is 0.810. (4) The reactants are [C:1](Cl)(=[O:5])[CH:2]([CH3:4])[CH3:3].Cl.[NH2:8][CH2:9][C:10]1[CH:11]=[CH:12][C:13]([CH:20]([F:22])[F:21])=[C:14]([CH:19]=1)[C:15]([O:17]C)=[O:16].C(N(CC)CC)C.[OH-].[Na+]. The catalyst is C(Cl)Cl. The product is [F:21][CH:20]([F:22])[C:13]1[CH:12]=[CH:11][C:10]([CH2:9][NH:8][C:1](=[O:5])[CH:2]([CH3:4])[CH3:3])=[CH:19][C:14]=1[C:15]([OH:17])=[O:16]. The yield is 0.940. (5) The reactants are C([C:3]1C=[CH:5][C:6]([F:12])=[C:7]([CH:11]=1)[C:8](O)=O)#N.[C:13](O)(=O)[CH3:14].[CH:17]([NH2:19])=N.[OH2:20].[NH2:21][NH2:22].Cl.[N:24]([O-])=O.[Na+].[OH2:28]. No catalyst specified. The product is [F:12][C:6]1[CH:5]=[C:13]([C:14]2[N:21]=[N:22][CH:17]=[N:19][N:24]=2)[CH:3]=[CH:11][C:7]=1[C:8]([OH:28])=[O:20]. The yield is 0.250. (6) The reactants are [F:1][C:2]1[CH:7]=[CH:6][C:5]([NH:8][C:9]([C:11]2([C:14]([OH:16])=O)[CH2:13][CH2:12]2)=[O:10])=[CH:4][CH:3]=1.C(N(CC)CC)C.CN(C(ON1N=NC2C=CC=NC1=2)=[N+](C)C)C.F[P-](F)(F)(F)(F)F.[NH2:48][C:49]1[CH:54]=[C:53]([O:55][C:56]2[CH:61]=[C:60]([F:62])[C:59]([NH2:63])=[CH:58][C:57]=2[F:64])[N:52]=[CH:51][N:50]=1. The catalyst is CN(C)C=O. The product is [NH2:48][C:49]1[CH:54]=[C:53]([O:55][C:56]2[C:57]([F:64])=[CH:58][C:59]([NH:63][C:14]([C:11]3([C:9]([NH:8][C:5]4[CH:4]=[CH:3][C:2]([F:1])=[CH:7][CH:6]=4)=[O:10])[CH2:12][CH2:13]3)=[O:16])=[C:60]([F:62])[CH:61]=2)[N:52]=[CH:51][N:50]=1. The yield is 0.400. (7) The reactants are [Cl:1][C:2]1[CH:9]=[C:6]([CH:7]=O)[C:5]([OH:10])=[CH:4][CH:3]=1.[Cl-].[Cl:12][C:13]1[CH:38]=[CH:37][C:16](C[P+](C2C=CC=CC=2)(C2C=CC=CC=2)C2C=CC=CC=2)=[CH:15][CH:14]=1.[C:39](=O)([O-])[O-].[K+].[K+].Cl. The catalyst is O. The product is [Cl:1][C:2]1[CH:3]=[CH:4][C:5]([OH:10])=[C:6]([C:7]([C:16]2[CH:37]=[CH:38][C:13]([Cl:12])=[CH:14][CH:15]=2)=[CH2:39])[CH:9]=1. The yield is 0.0840.